From a dataset of Full USPTO retrosynthesis dataset with 1.9M reactions from patents (1976-2016). Predict the reactants needed to synthesize the given product. (1) Given the product [OH:13][CH2:12][C:5]1[CH:4]=[C:3]([C:2]([F:1])([F:15])[F:16])[CH:8]=[CH:7][C:6]=1[CH2:9][OH:10], predict the reactants needed to synthesize it. The reactants are: [F:1][C:2]([F:16])([F:15])[C:3]1[CH:4]=[C:5]([C:12](O)=[O:13])[C:6]([C:9](O)=[O:10])=[CH:7][CH:8]=1.B.CO. (2) Given the product [OH:23][CH2:24][CH2:25][NH:26][S:27]([C:30]1[S:31][C:32]([C:2]#[C:1][C:3]2[CH:4]=[N:5][N:6]3[C:11]([CH3:12])=[CH:10][C:9]([C:13]4[CH:18]=[CH:17][C:16]([C:19]([F:21])([F:22])[F:20])=[CH:15][CH:14]=4)=[N:8][C:7]=23)=[CH:33][CH:34]=1)(=[O:29])=[O:28], predict the reactants needed to synthesize it. The reactants are: [C:1]([C:3]1[CH:4]=[N:5][N:6]2[C:11]([CH3:12])=[CH:10][C:9]([C:13]3[CH:18]=[CH:17][C:16]([C:19]([F:22])([F:21])[F:20])=[CH:15][CH:14]=3)=[N:8][C:7]=12)#[CH:2].[OH:23][CH2:24][CH2:25][NH:26][S:27]([C:30]1[S:31][C:32](Br)=[CH:33][CH:34]=1)(=[O:29])=[O:28]. (3) Given the product [O:16]([C:2]1[CH2:6][CH2:5][O:4][N:3]=1)[C:13]1[CH:14]=[CH:15][CH:10]=[CH:11][CH:12]=1, predict the reactants needed to synthesize it. The reactants are: Br[C:2]1[CH2:6][CH2:5][O:4][N:3]=1.COC(=O)[C:10]1[CH:15]=[CH:14][C:13]([OH:16])=[CH:12][CH:11]=1.